From a dataset of Forward reaction prediction with 1.9M reactions from USPTO patents (1976-2016). Predict the product of the given reaction. (1) Given the reactants [C:1]([C:4]1[C:5](=[O:11])NC(=O)N[CH:9]=1)(=O)[CH3:2].Cl.Cl.[N:14]1[C:23]2[C:18](=[C:19]([NH:24][NH2:25])[CH:20]=[CH:21][CH:22]=2)[CH:17]=[CH:16][CH:15]=1.Cl.[OH:27]S(O)(=O)=O.[CH2:32](O)[CH2:33][CH2:34][CH3:35], predict the reaction product. The product is: [CH3:2][C:1]1[C:4]([C:5]([O:11][CH2:32][CH2:33][CH2:34][CH3:35])=[O:27])=[CH:9][N:24]([C:19]2[CH:20]=[CH:21][CH:22]=[C:23]3[C:18]=2[CH:17]=[CH:16][CH:15]=[N:14]3)[N:25]=1. (2) Given the reactants [N+:1]([C:4]1[CH:5]=[CH:6][C:7]([C:10]2[CH:15]=[C:14]([O:16][CH3:17])[C:13]([O:18][CH3:19])=[C:12]([O:20][CH3:21])[CH:11]=2)=[N:8][CH:9]=1)([O-])=O, predict the reaction product. The product is: [NH2:1][C:4]1[CH:5]=[CH:6][C:7]([C:10]2[CH:11]=[C:12]([O:20][CH3:21])[C:13]([O:18][CH3:19])=[C:14]([O:16][CH3:17])[CH:15]=2)=[N:8][CH:9]=1.